This data is from NCI-60 drug combinations with 297,098 pairs across 59 cell lines. The task is: Regression. Given two drug SMILES strings and cell line genomic features, predict the synergy score measuring deviation from expected non-interaction effect. (1) Drug 1: C1=CC(=CC=C1CCCC(=O)O)N(CCCl)CCCl. Drug 2: CC1CCCC2(C(O2)CC(NC(=O)CC(C(C(=O)C(C1O)C)(C)C)O)C(=CC3=CSC(=N3)C)C)C. Cell line: DU-145. Synergy scores: CSS=39.5, Synergy_ZIP=0.676, Synergy_Bliss=-1.95, Synergy_Loewe=-3.33, Synergy_HSA=-3.31. (2) Drug 1: COC1=C(C=C2C(=C1)N=CN=C2NC3=CC(=C(C=C3)F)Cl)OCCCN4CCOCC4. Drug 2: CS(=O)(=O)CCNCC1=CC=C(O1)C2=CC3=C(C=C2)N=CN=C3NC4=CC(=C(C=C4)OCC5=CC(=CC=C5)F)Cl. Cell line: UACC-257. Synergy scores: CSS=34.6, Synergy_ZIP=7.51, Synergy_Bliss=6.89, Synergy_Loewe=3.45, Synergy_HSA=3.17. (3) Drug 1: CC1=CC2C(CCC3(C2CCC3(C(=O)C)OC(=O)C)C)C4(C1=CC(=O)CC4)C. Drug 2: C1=CN(C=N1)CC(O)(P(=O)(O)O)P(=O)(O)O. Cell line: SK-MEL-2. Synergy scores: CSS=-1.03, Synergy_ZIP=0.793, Synergy_Bliss=0.301, Synergy_Loewe=-2.95, Synergy_HSA=-2.23. (4) Drug 1: CCC1=C2CN3C(=CC4=C(C3=O)COC(=O)C4(CC)O)C2=NC5=C1C=C(C=C5)O. Drug 2: CN(CCCl)CCCl.Cl. Cell line: EKVX. Synergy scores: CSS=12.5, Synergy_ZIP=-4.62, Synergy_Bliss=-0.0722, Synergy_Loewe=-0.639, Synergy_HSA=1.25. (5) Drug 1: C1CC(=O)NC(=O)C1N2CC3=C(C2=O)C=CC=C3N. Drug 2: C1C(C(OC1N2C=NC3=C(N=C(N=C32)Cl)N)CO)O. Cell line: NCI/ADR-RES. Synergy scores: CSS=39.0, Synergy_ZIP=-7.53, Synergy_Bliss=0.136, Synergy_Loewe=-35.1, Synergy_HSA=3.79.